Dataset: Experimentally validated miRNA-target interactions with 360,000+ pairs, plus equal number of negative samples. Task: Binary Classification. Given a miRNA mature sequence and a target amino acid sequence, predict their likelihood of interaction. (1) Result: 0 (no interaction). The miRNA is hsa-miR-890 with sequence UACUUGGAAAGGCAUCAGUUG. The protein sequence of the target gene is MMGRSPGFAMQHIVGVPHVLVRRGLLGRDLFMTRTLCSPGPSQPGEKRPEEVALGLHHRLPALGRALGHSIQQRATSTAKTWWDRYEEFVGLNEVREAQGKVTEAEKVFMVARGLVREAREDLEVHQAKLKEVRDRLDRVSREDSQYLELATLEHRMLQEEKRLRTAYLRAEDSEREKFSLFSAAVRESHEKERTRAERTKNWSLIGSVLGALIGVAGSTYVNRVRLQELKALLLEAQKGPVSLQEAIREQASSYSRQQRDLHNLMVDLRGLVHAAGPGQDSGSQAGSPPTRDRDVDVLS.... (2) The protein sequence of the target gene is MAVGNINELPENILLELFTHVPARQLLLNCRLVCSLWRDLIDLVTLWKRKCLREGFITEDWDQPVADWKIFYFLRSLHRNLLHNPCAEEGFEFWSLDVNGGDEWKVEDLSRDQRKEFPNDQVKKYFVTSYYTCLKSQVVDLKAEGYWEELMDTTRPDIEVKDWFAARPDCGSKYQLCVQLLSSAHAPLGTFQPDPATIQQKSDAKWREVSHTFSNYPPGVRYIWFQHGGVDTHYWAGWYGPRVTNSSITIGPPLP. The miRNA is hsa-miR-6797-5p with sequence AGGAGGGAAGGGGCUGAGAACAGGA. Result: 1 (interaction). (3) The miRNA is hsa-miR-6798-3p with sequence CUACCCCCCAUCCCCCUGUAG. The protein sequence of the target gene is MERPLENGDESPDSQGHATDWRFAVCSFRDAWEEEEPASQMHVKDPGPPRPPAGATQDEELQGSPLSRKFQLPPAADESGDAQRGTVESSSVLSEGPGPSGVESLLCPMSSHLSLAQGESDTPGVGLVGDPGPSRAMPSGLSPGALDSDPVGLGDPLSEISKLLEAAPSGSGLPKPADCLLAQDLCWELLASGMATLPGTRDVQGRAVLLLCAHSPAWLQSECSSQELIRLLLYLRSIPRPEVQALGLTVLVDARICAPSSSLFSGLSQLQEAAPGAVYQVLLVGSTLLKEVPSGLQLEQ.... Result: 0 (no interaction). (4) Result: 0 (no interaction). The miRNA is hsa-miR-551a with sequence GCGACCCACUCUUGGUUUCCA. The protein sequence of the target gene is MGHQESPLTRAAAGGAAYIKRLRKVLSWRELGDGHGNLEAEASPGSVAVITRAAPRRATRSARLPASRPTRLCRQARLGTDHPPARAPRGNRFARKRNSAGQITIQGPAPPHLGARRRDEARGARAAPLLLPPPPAAMETGKENGARRGTKSPERKRRSPVQRVLCEKLRPAAQAMDPAGAEVPGEAFLARRRPDGGGGDVPARPRYSLLAEIGRGSYGVVYEAVAGRSGARVAVKKIRCDAPENVELALAEFWALTSLKRRHQNIVQFEECVLQRNGLAQRMSHGNKNSQLYLRLVETS.... (5) The protein sequence of the target gene is MGRGPWDAGPSRRLLPLLLLLGLARGAAGAPGPDGLDVCATCHEHATCQQREGKKICICNYGFVGNGRTQCVDKNECQFGATLVCGNHTSCHNTPGGFYCICLEGYRATNNNKTFIPNDGTFCTDIDECEVSGLCRHGGRCVNTHGSFECYCMDGYLPRNGPEPFHPTTDATSCTEIDCGTPPEVPDGYIIGNYTSSLGSQVRYACREGFFSVPEDTVSSCTGLGTWESPKLHCQEINCGNPPEMRHAILVGNHSSRLGGVARYVCQEGFESPGGKITSVCTEKGTWRESTLTCTEILTK.... The miRNA is hsa-miR-6830-3p with sequence UGUCUUUCUUCUCUCCCUUGCAG. Result: 1 (interaction). (6) The miRNA is hsa-miR-6809-5p with sequence UGGCAAGGAAAGAAGAGGAUCA. The protein sequence of the target gene is MALSCTLNRYLLLMAQEHLEFRLPEIKSLLLLFGGQFASSQETYGKSPFWILSIPSEDIARNLMKRTVCAKSIFELWGHGQSPEELYSSLKNYPVEKMVPFLHSDSTYKIKIHTFNKTLTQEEKIKRIDALEFLPFEGKVNLKKPQHVFSVLEDYGLDPNCIPENPHNIYFGRWIADGQRELIESYSVKKRHFIGNTSMDAGLSFIMANHGKVKENDIVFDPFVGTGGLLIACAHFGAYVYGTDIDYNTVHGLGKATRKNQKWRGPDENIRANLRQYGLEKYYLDVLVSDASKPSWRKGT.... Result: 0 (no interaction). (7) The miRNA is hsa-miR-708-5p with sequence AAGGAGCUUACAAUCUAGCUGGG. The protein sequence of the target gene is MSFSATILFSPPSGSEARCCCCACKSETNGGNTGSQGGNPPPSTPITVTGHGLAVQSSEQLLHVIYQRVDKAVGLAEAALGLARANNELLKRLQEEVGDLRQGKVSIPDEDGESRAHSSPPEEPGPLKESPGEAFKALSAVEEECDSVGSGVQVVIEELRQLGAASVGPGPLGFPATQRDMRLPGCTLAASEAAPLLNPLVDDYVASEGAVQRVLVPAYAKQLSPATQLAIQRATPETGPENGTKLPPPRPEDMLNAAAALDSALEESGPGSTGELRHSLGLTVSPCRTRGSGQKNSRRK.... Result: 1 (interaction). (8) Result: 1 (interaction). The miRNA is hsa-miR-5698 with sequence UGGGGGAGUGCAGUGAUUGUGG. The protein sequence of the target gene is MASLQRKGLQARILTSEEEEKLKRDQTLVSDFKQQKLEQEAQKNWDLFYKRNSTNFFKDRHWTTREFEELRSCREFEDQKLTMLEAGCGVGNCLFPLLEEDPNIFAYACDFSPRAIEYVKQNPLYDTERCKVFQCDLTKDDLLDHVPPESVDVVMLIFVLSAVHPDKMHLVLQNIYKVLKPGKSVLFRDYGLYDHAMLRFKASSKLGENFYVRQDGTRSYFFTDDFLAQLFMDTGYEEVVNEYVFRETVNKKEGLCVPRVFLQSKFLKPPKNPSPVVLGLDPKS. (9) The miRNA is hsa-miR-6068 with sequence CCUGCGAGUCUCCGGCGGUGG. The protein sequence of the target gene is MHPFYTRAATMIGEIAAAVSFISKFLRTKGLTSERQLQTFSQSLQELLAEHYKHHWFPEKPCKGSGYRCIRINHKMDPLIGQAAQRIGLSSQELFRLLPSELTLWVDPYEVSYRIGEDGSICVLYEASPAGGSTQNSTNVQMVDSRISCKEELLLGRTSPSKNYNMMTVSG. Result: 1 (interaction). (10) The miRNA is hsa-miR-342-5p with sequence AGGGGUGCUAUCUGUGAUUGA. The protein sequence of the target gene is MGLEDEQKMLTESGDPEEEEEEEEELVDPLTTVREQCEQLEKCVKARERLELCDERVSSRSHTEEDCTEELFDFLHARDHCVAHKLFNNLK. Result: 1 (interaction).